This data is from Full USPTO retrosynthesis dataset with 1.9M reactions from patents (1976-2016). The task is: Predict the reactants needed to synthesize the given product. (1) Given the product [CH2:1]([O:3][C:4](=[O:32])[CH2:5][C:6]1[CH:7]=[N:8][CH:9]=[C:10]([C:12]2[CH:17]=[CH:16][C:15]([C:18]([F:19])([F:21])[F:20])=[CH:14][C:13]=2[CH2:22][N:23]([C:36](=[O:37])[CH2:35][O:34][CH3:33])[CH2:24][C:25]2[CH:30]=[N:29][C:28]([CH3:31])=[CH:27][N:26]=2)[CH:11]=1)[CH3:2], predict the reactants needed to synthesize it. The reactants are: [CH2:1]([O:3][C:4](=[O:32])[CH2:5][C:6]1[CH:7]=[N:8][CH:9]=[C:10]([C:12]2[CH:17]=[CH:16][C:15]([C:18]([F:21])([F:20])[F:19])=[CH:14][C:13]=2[CH2:22][NH:23][CH2:24][C:25]2[CH:30]=[N:29][C:28]([CH3:31])=[CH:27][N:26]=2)[CH:11]=1)[CH3:2].[CH3:33][O:34][CH2:35][C:36](Cl)=[O:37]. (2) The reactants are: [NH2:1][C:2]1[C:6]([NH2:7])=[CH:5][S:4][CH:3]=1.[C:8](O[C:8]([O:10][C:11]([CH3:14])([CH3:13])[CH3:12])=[O:9])([O:10][C:11]([CH3:14])([CH3:13])[CH3:12])=[O:9]. Given the product [C:11]([O:10][C:8]([NH:7][C:6]1[C:2]([NH:1][C:8](=[O:9])[O:10][C:11]([CH3:14])([CH3:13])[CH3:12])=[CH:3][S:4][CH:5]=1)=[O:9])([CH3:14])([CH3:13])[CH3:12], predict the reactants needed to synthesize it. (3) Given the product [Cl:1][C:2]1[CH:7]=[C:6]([C:18]2[CH:19]=[CH:20][CH:21]=[CH:22][C:17]=2[C:16]([F:27])([F:26])[F:15])[N:5]=[CH:4][N:3]=1, predict the reactants needed to synthesize it. The reactants are: [Cl:1][C:2]1[CH:7]=[C:6](Cl)[N:5]=[CH:4][N:3]=1.C(=O)([O-])[O-].[K+].[K+].[F:15][C:16]([F:27])([F:26])[C:17]1[CH:22]=[CH:21][CH:20]=[CH:19][C:18]=1B(O)O.[Cl-].[NH4+]. (4) Given the product [CH3:17][O:18][C:3]1[CH:2]=[CH:7][C:6]([C@H:8]2[CH2:9][CH2:10][C@H:12]([C:11]([O:14][CH3:15])=[O:20])[CH2:13]2)=[CH:5][CH:4]=1, predict the reactants needed to synthesize it. The reactants are: I[CH:2]1[CH2:7][CH:6]([C:8]2[CH:13]=[CH:12][C:11]([O:14][CH3:15])=[CH:10][CH:9]=2)[CH2:5][CH2:4][C:3]1=O.[CH3:17][O-:18].[Na+].[OH2:20]. (5) The reactants are: [CH3:1][S:2]([NH:5][C:6]1[CH:21]=[CH:20][C:9]2[NH:10][C:11]([CH2:16][C:17]([OH:19])=O)=[N:12][S:13](=[O:15])(=[O:14])[C:8]=2[CH:7]=1)(=[O:4])=[O:3].[CH3:22][O:23][C:24]([CH:26]1[CH2:30][CH2:29][CH2:28][N:27]1[NH:31][CH2:32][CH2:33][C:34]([CH3:37])([CH3:36])[CH3:35])=[O:25].C1(N=C=NC2CCCCC2)CCCCC1.ClCCl. Given the product [CH3:22][O:23][C:24]([CH:26]1[CH2:30][CH2:29][CH2:28][N:27]1[N:31]([CH2:32][CH2:33][C:34]([CH3:37])([CH3:36])[CH3:35])[C:17](=[O:19])[CH2:16][C:11]1[NH:10][C:9]2[CH:20]=[CH:21][C:6]([NH:5][S:2]([CH3:1])(=[O:3])=[O:4])=[CH:7][C:8]=2[S:13](=[O:14])(=[O:15])[N:12]=1)=[O:25], predict the reactants needed to synthesize it. (6) Given the product [F:1][C:2]1[CH:3]=[C:4]([CH:37]=[C:38]([F:40])[CH:39]=1)[CH2:5][NH:6][C:7](=[O:36])[CH2:8][C:9]([NH:11][CH:12]([CH2:25][C:26]1[C:34]2[C:29](=[CH:30][CH:31]=[CH:32][CH:33]=2)[NH:28][CH:27]=1)[C:13]([N:15]1[CH2:24][CH2:23][C:22]2[C:17](=[CH:18][CH:19]=[CH:20][CH:21]=2)[CH2:16]1)=[O:14])=[O:10], predict the reactants needed to synthesize it. The reactants are: [F:1][C:2]1[CH:3]=[C:4]([CH:37]=[C:38]([F:40])[CH:39]=1)[CH2:5][NH:6][C:7](=[O:36])[CH:8](C)[C:9]([NH:11][CH:12]([CH2:25][C:26]1[C:34]2[C:29](=[CH:30][CH:31]=[CH:32][CH:33]=2)[NH:28][CH:27]=1)[C:13]([N:15]1[CH2:24][CH2:23][C:22]2[C:17](=[CH:18][CH:19]=[CH:20][CH:21]=2)[CH2:16]1)=[O:14])=[O:10].FC1C=C(C=C(F)C=1)CNC(=O)CC(O)=O. (7) Given the product [Cl:2][C:3]1[CH:4]=[C:5]([C@@H:9]([OH:30])[CH2:10][N:11]([CH2:12][CH2:13][C:14]2[CH:15]=[CH:16][C:17]([S:20]([C:23]3[CH:28]=[CH:27][CH:26]=[C:25]([OH:29])[CH:24]=3)(=[O:21])=[O:22])=[CH:18][CH:19]=2)[C:33](=[O:34])[O:35][C:36]([CH3:39])([CH3:38])[CH3:37])[CH:6]=[CH:7][CH:8]=1, predict the reactants needed to synthesize it. The reactants are: Cl.[Cl:2][C:3]1[CH:4]=[C:5]([C@@H:9]([OH:30])[CH2:10][NH:11][CH2:12][CH2:13][C:14]2[CH:19]=[CH:18][C:17]([S:20]([C:23]3[CH:24]=[C:25]([OH:29])[CH:26]=[CH:27][CH:28]=3)(=[O:22])=[O:21])=[CH:16][CH:15]=2)[CH:6]=[CH:7][CH:8]=1.[OH-].[Na+].[C:33](O[C:33]([O:35][C:36]([CH3:39])([CH3:38])[CH3:37])=[O:34])([O:35][C:36]([CH3:39])([CH3:38])[CH3:37])=[O:34]. (8) Given the product [F:21][C:19]1([F:22])[O:18][C:17]2[CH:23]=[CH:24][C:14]([C:11]3([C:9]([NH:8][C:6]4[N:7]=[C:2]([C:31]5[C:32]([CH3:34])=[N:33][C:28]([O:27][CH3:26])=[CH:29][CH:30]=5)[CH:3]=[C:4]([CH3:25])[CH:5]=4)=[O:10])[CH2:13][CH2:12]3)=[CH:15][C:16]=2[O:20]1, predict the reactants needed to synthesize it. The reactants are: Cl[C:2]1[N:7]=[C:6]([NH:8][C:9]([C:11]2([C:14]3[CH:24]=[CH:23][C:17]4[O:18][C:19]([F:22])([F:21])[O:20][C:16]=4[CH:15]=3)[CH2:13][CH2:12]2)=[O:10])[CH:5]=[C:4]([CH3:25])[CH:3]=1.[CH3:26][O:27][C:28]1[N:33]=[C:32]([CH3:34])[C:31](B2OC(C)(C)C(C)(C)O2)=[CH:30][CH:29]=1.C([O-])([O-])=O.[Na+].[Na+]. (9) Given the product [Cl:1][C:2]1[CH:3]=[C:4]([C:8]2[CH:9]=[CH:10][C:11]([CH2:14][C@@H:15]([NH:22][C:23]([C:25]3[O:29][C:28](=[O:30])[NH:27][CH:26]=3)=[O:24])[CH2:16][C:17]([O:19][CH2:20][CH3:21])=[O:18])=[CH:12][CH:13]=2)[CH:5]=[CH:6][CH:7]=1, predict the reactants needed to synthesize it. The reactants are: [Cl:1][C:2]1[CH:3]=[C:4]([C:8]2[CH:13]=[CH:12][C:11]([CH2:14][C@@H:15]([NH:22][C:23]([C:25]3[O:29][C:28]([O:30]C)=[N:27][CH:26]=3)=[O:24])[CH2:16][C:17]([O:19][CH2:20][CH3:21])=[O:18])=[CH:10][CH:9]=2)[CH:5]=[CH:6][CH:7]=1.Cl.